From a dataset of Reaction yield outcomes from USPTO patents with 853,638 reactions. Predict the reaction yield, written as a fraction of the theoretical maximum amount of product (1.0 means a 100% yield; for example, 0.34 means a 34% yield). (1) The reactants are C([O:5][C:6](=[O:21])[C@@H:7]([N:10]1[CH:15]=[CH:14][CH:13]=[C:12]([NH:16][C:17](=[O:19])[CH3:18])[C:11]1=[O:20])[CH2:8][CH3:9])(C)(C)C.FC(F)(F)C(O)=O. The catalyst is ClCCl. The product is [C:17]([NH:16][C:12]1[C:11](=[O:20])[N:10]([C@@H:7]([CH2:8][CH3:9])[C:6]([OH:21])=[O:5])[CH:15]=[CH:14][CH:13]=1)(=[O:19])[CH3:18]. The yield is 0.710. (2) The reactants are [F:1][C:2]1[CH:7]=[C:6]([O:8][C:9]2[C:14]3[N:15]=[CH:16][C:17](=[O:19])[NH:18][C:13]=3[N:12]=[CH:11][CH:10]=2)[CH:5]=[CH:4][C:3]=1[NH:20][C:21](=[O:29])OC1C=CC=CC=1.[C:30]([C:34]1[CH:38]=[C:37]([NH2:39])[N:36]([C:40]2[CH:41]=[N:42][C:43]([CH3:46])=[CH:44][CH:45]=2)[N:35]=1)([CH3:33])([CH3:32])[CH3:31]. No catalyst specified. The product is [C:30]([C:34]1[CH:38]=[C:37]([NH:39][C:21]([NH:20][C:3]2[CH:4]=[CH:5][C:6]([O:8][C:9]3[C:14]4[N:15]=[CH:16][C:17](=[O:19])[NH:18][C:13]=4[N:12]=[CH:11][CH:10]=3)=[CH:7][C:2]=2[F:1])=[O:29])[N:36]([C:40]2[CH:41]=[N:42][C:43]([CH3:46])=[CH:44][CH:45]=2)[N:35]=1)([CH3:33])([CH3:32])[CH3:31]. The yield is 0.170. (3) The reactants are [F:1][C:2]([F:17])([F:16])[S:3]([O:6][C:7]1[CH:8]=[C:9]2[CH:15]=[CH:14][S:13][C:10]2=[CH:11][N:12]=1)(=[O:5])=[O:4].C([O-])(=O)C.[Na+].[Br:23]Br.CC(O)=O.C([O-])([O-])=O.[Na+].[Na+]. No catalyst specified. The product is [F:17][C:2]([F:1])([F:16])[S:3]([O:6][C:7]1[CH:8]=[C:9]2[C:15]([Br:23])=[CH:14][S:13][C:10]2=[CH:11][N:12]=1)(=[O:5])=[O:4]. The yield is 0.550. (4) The reactants are [CH2:1]([O:8][C:9]([N:11]1[CH2:16][CH2:15][CH:14]([C:17]2[NH:18][CH:19]=[C:20]([C:22]3[CH:27]=[CH:26][C:25]([F:28])=[C:24]([C:29]([F:32])([F:31])[F:30])[CH:23]=3)[N:21]=2)[CH2:13][CH2:12]1)=[O:10])[C:2]1[CH:7]=[CH:6][CH:5]=[CH:4][CH:3]=1.C[Si]([N-][Si](C)(C)C)(C)C.[Na+].Br[CH2:44][CH:45]1[O:49][CH2:48][CH2:47][O:46]1.CS(C)=O. The catalyst is C1COCC1.O. The product is [O:46]1[CH2:47][CH2:48][O:49][CH:45]1[CH2:44][N:18]1[CH:19]=[C:20]([C:22]2[CH:27]=[CH:26][C:25]([F:28])=[C:24]([C:29]([F:32])([F:30])[F:31])[CH:23]=2)[N:21]=[C:17]1[CH:14]1[CH2:13][CH2:12][N:11]([C:9]([O:8][CH2:1][C:2]2[CH:7]=[CH:6][CH:5]=[CH:4][CH:3]=2)=[O:10])[CH2:16][CH2:15]1. The yield is 0.762. (5) The reactants are [CH3:1][O:2][C:3]1[CH:4]=[C:5]2[C:10](=[CH:11][CH:12]=1)[C:9]([CH2:13][C:14]1[CH:19]=[CH:18][C:17]([O:20][CH2:21][CH2:22][N:23]3[CH2:28][CH2:27][CH2:26][CH2:25][CH2:24]3)=[CH:16][CH:15]=1)=[C:8](OS(C(F)(F)F)(=O)=O)[CH:7]=[CH:6]2.[F:37][C:38]1[CH:43]=[CH:42][C:41]([F:44])=[CH:40][C:39]=1B(O)O.[F-].[Cs+]. The catalyst is Cl[Pd](Cl)([P](C1C=CC=CC=1)(C1C=CC=CC=1)C1C=CC=CC=1)[P](C1C=CC=CC=1)(C1C=CC=CC=1)C1C=CC=CC=1. The product is [F:37][C:38]1[CH:43]=[CH:42][C:41]([F:44])=[CH:40][C:39]=1[C:8]1[CH:7]=[CH:6][C:5]2[C:10](=[CH:11][CH:12]=[C:3]([O:2][CH3:1])[CH:4]=2)[C:9]=1[CH2:13][C:14]1[CH:19]=[CH:18][C:17]([O:20][CH2:21][CH2:22][N:23]2[CH2:28][CH2:27][CH2:26][CH2:25][CH2:24]2)=[CH:16][CH:15]=1. The yield is 0.460. (6) The reactants are C[O:2][C:3]1[N:8]=[CH:7][C:6]([C:9]2[C:14]([C:15]([F:18])([F:17])[F:16])=[CH:13][CH:12]=[CH:11][N:10]=2)=[CH:5][CH:4]=1. The catalyst is Br.CC(O)=O. The product is [F:17][C:15]([F:16])([F:18])[C:14]1[C:9]([C:6]2[CH:5]=[CH:4][C:3](=[O:2])[NH:8][CH:7]=2)=[N:10][CH:11]=[CH:12][CH:13]=1. The yield is 0.930. (7) The yield is 0.420. The product is [NH2:8][C:5]1[O:6][CH2:7][C:2]([F:1])([F:19])[C@@:3]2([C:17]3[C:12](=[CH:13][CH:14]=[C:15]([NH:18][C:27](=[O:28])[C:24]4[CH:23]=[CH:22][C:21]([Cl:20])=[CH:26][N:25]=4)[CH:16]=3)[CH2:11][CH2:10][CH2:9]2)[N:4]=1. The reactants are [F:1][C:2]1([F:19])[CH2:7][O:6][C:5]([NH2:8])=[N:4][C@@:3]21[C:17]1[C:12](=[CH:13][CH:14]=[C:15]([NH2:18])[CH:16]=1)[CH2:11][CH2:10][CH2:9]2.[Cl:20][C:21]1[CH:22]=[CH:23][C:24]([C:27](O)=[O:28])=[N:25][CH:26]=1. No catalyst specified. (8) The reactants are [CH:1]([CH:19]1[CH2:24][C:23](=[O:25])[O:22][C:20]1=O)=[CH:2][CH2:3][CH2:4][CH2:5][CH2:6][CH2:7][CH2:8][CH2:9][CH2:10][CH2:11][CH2:12][CH2:13][CH2:14][CH2:15][CH2:16][CH2:17][CH3:18].[CH2:26]([CH2:28][NH2:29])[OH:27]. No catalyst specified. The product is [OH:27][CH2:26][CH2:28][N:29]1[C:23](=[O:25])[CH2:24][CH:19]([CH2:1][CH2:2][CH2:3][CH2:4][CH2:5][CH2:6][CH2:7][CH2:8][CH:9]=[CH:10][CH2:11][CH2:12][CH2:13][CH2:14][CH2:15][CH2:16][CH2:17][CH3:18])[C:20]1=[O:22]. The yield is 0.753.